This data is from Forward reaction prediction with 1.9M reactions from USPTO patents (1976-2016). The task is: Predict the product of the given reaction. (1) Given the reactants C([NH:3][C:4]1[O:5][C:6]([C:9]2[CH:14]=[CH:13][CH:12]=[CH:11][C:10]=2[N+:15]([O-:17])=[O:16])=[N:7][N:8]=1)C.C(N(CC)CC)C.[C:36]([O:35][C:33](O[C:33]([O:35][C:36]([CH3:39])([CH3:38])[CH3:37])=[O:34])=[O:34])([CH3:39])([CH3:38])[CH3:37], predict the reaction product. The product is: [C:36]([O:35][C:33](=[O:34])[NH:3][C:4]1[O:5][C:6]([C:9]2[CH:14]=[CH:13][CH:12]=[CH:11][C:10]=2[N+:15]([O-:17])=[O:16])=[N:7][N:8]=1)([CH3:37])([CH3:38])[CH3:39]. (2) Given the reactants C1(C)C=CC=CC=1.[Cl:8][C:9]1[CH:37]=[CH:36][C:12]([CH2:13][N:14]2[CH:19]=[N:18][C:17]([NH:20][CH:21]3[CH2:25][CH2:24][C:23]([C:27]4[CH:32]=[CH:31][C:30]([F:33])=[CH:29][CH:28]=4)(O)[CH:22]3[OH:34])=[N:16][C:15]2=[O:35])=[CH:11][CH:10]=1.O.C1(C)C=CC(S(O)(=O)=O)=CC=1, predict the reaction product. The product is: [Cl:8][C:9]1[CH:37]=[CH:36][C:12]([CH2:13][N:14]2[CH:19]=[N:18][C:17]([NH:20][CH:21]3[CH2:25][CH:24]=[C:23]([C:27]4[CH:32]=[CH:31][C:30]([F:33])=[CH:29][CH:28]=4)[CH:22]3[OH:34])=[N:16][C:15]2=[O:35])=[CH:11][CH:10]=1. (3) Given the reactants [NH2:1][C:2]1[N:7]=[CH:6][C:5]([O:8][C:9]2[CH:10]=[CH:11][C:12]([CH3:25])=[C:13]([NH:15][C:16]([C:18]3[N:22]([CH3:23])[N:21]=[C:20]([CH3:24])[CH:19]=3)=[O:17])[CH:14]=2)=[CH:4][CH:3]=1.[N:26]([C:29]([O:31][CH2:32][CH3:33])=[O:30])=[C:27]=[S:28].CS(C)=O, predict the reaction product. The product is: [CH3:23][N:22]1[C:18]([C:16]([NH:15][C:13]2[CH:14]=[C:9]([CH:10]=[CH:11][C:12]=2[CH3:25])[O:8][C:5]2[CH:4]=[CH:3][C:2]([NH:1][C:27]([NH:26][C:29](=[O:30])[O:31][CH2:32][CH3:33])=[S:28])=[N:7][CH:6]=2)=[O:17])=[CH:19][C:20]([CH3:24])=[N:21]1. (4) Given the reactants I[C:2]1[C:7](=[O:8])[NH:6][CH:5]=[C:4]([C:9]([O:11][CH2:12][CH3:13])=[O:10])[CH:3]=1.C(=O)([O-])[O-].[K+].[K+].[SH:20][CH2:21][CH2:22][OH:23], predict the reaction product. The product is: [OH:23][CH2:22][CH2:21][S:20][C:2]1[C:7](=[O:8])[NH:6][CH:5]=[C:4]([C:9]([O:11][CH2:12][CH3:13])=[O:10])[CH:3]=1. (5) Given the reactants [H-].[H-].[H-].[H-].[Li+].[Al+3].[CH3:7][O:8][C:9]1[CH:18]=[C:17]2[C:12]([CH2:13][CH2:14][CH:15]([N:19]([CH2:29][CH2:30][CH3:31])[C:20](=O)[CH2:21][N:22]3[CH2:27][CH2:26][NH:25][CH2:24][CH2:23]3)[CH2:16]2)=[CH:11][CH:10]=1.[OH-].[Na+], predict the reaction product. The product is: [CH3:7][O:8][C:9]1[CH:18]=[C:17]2[C:12]([CH2:13][CH2:14][CH:15]([N:19]([CH2:20][CH2:21][N:22]3[CH2:23][CH2:24][NH:25][CH2:26][CH2:27]3)[CH2:29][CH2:30][CH3:31])[CH2:16]2)=[CH:11][CH:10]=1. (6) Given the reactants [CH2:1]([O:3][C:4](=[O:11])[CH2:5][C:6](=O)[CH:7](Br)[CH3:8])[CH3:2].[F:12][C:13]([F:24])([F:23])[C:14]1[CH:22]=[CH:21][C:17]([C:18]([NH2:20])=[S:19])=[CH:16][CH:15]=1.O, predict the reaction product. The product is: [CH2:1]([O:3][C:4](=[O:11])[CH2:5][C:6]1[N:20]=[C:18]([C:17]2[CH:16]=[CH:15][C:14]([C:13]([F:23])([F:12])[F:24])=[CH:22][CH:21]=2)[S:19][C:7]=1[CH3:8])[CH3:2]. (7) Given the reactants [C:1]1([C:7]2[S:8][CH:9]=[C:10]([C:12]([C:14]3[CH:19]=[C:18]([O:20]C)[C:17]([O:22]C)=[C:16]([O:24]C)[CH:15]=3)=[O:13])[N:11]=2)[CH:6]=[CH:5][CH:4]=[CH:3][CH:2]=1.B(Br)(Br)Br, predict the reaction product. The product is: [C:1]1([C:7]2[S:8][CH:9]=[C:10]([C:12]([C:14]3[CH:19]=[C:18]([OH:20])[C:17]([OH:22])=[C:16]([OH:24])[CH:15]=3)=[O:13])[N:11]=2)[CH:6]=[CH:5][CH:4]=[CH:3][CH:2]=1.